Predict which catalyst facilitates the given reaction. From a dataset of Catalyst prediction with 721,799 reactions and 888 catalyst types from USPTO. (1) Reactant: [CH2:1]([O:8][C:9]1[CH:26]=[CH:25][C:12]([CH2:13][N:14]2C(=O)C3C(=CC=CC=3)C2=O)=[CH:11][CH:10]=1)[C:2]1[CH:7]=[CH:6][CH:5]=[CH:4][CH:3]=1.O.NN.O. Product: [CH2:1]([O:8][C:9]1[CH:10]=[CH:11][C:12]([CH2:13][NH2:14])=[CH:25][CH:26]=1)[C:2]1[CH:3]=[CH:4][CH:5]=[CH:6][CH:7]=1. The catalyst class is: 8. (2) Reactant: Cl[CH2:2][C:3]1[S:7][C:6]([NH:8][C:9](=[O:11])[CH3:10])=[N:5][CH:4]=1.Cl.[F:13][C:14]1[CH:15]=[C:16]([CH:24]=[C:25]([F:27])[CH:26]=1)[CH2:17][CH:18]1[CH2:23][CH2:22][NH:21][CH2:20][CH2:19]1.CCN(C(C)C)C(C)C. Product: [F:13][C:14]1[CH:15]=[C:16]([CH:24]=[C:25]([F:27])[CH:26]=1)[CH2:17][CH:18]1[CH2:19][CH2:20][N:21]([CH2:2][C:3]2[S:7][C:6]([NH:8][C:9](=[O:11])[CH3:10])=[N:5][CH:4]=2)[CH2:22][CH2:23]1. The catalyst class is: 10. (3) The catalyst class is: 2. Product: [Cl:1][C:2]1[CH:3]=[C:4]([C:9]([N:11]2[CH2:12][CH:13]3[CH:17]([CH2:16][N:15]([S:26]([CH:24]=[CH2:25])(=[O:28])=[O:27])[CH2:14]3)[CH2:18]2)=[O:10])[CH:5]=[CH:6][C:7]=1[Cl:8]. Reactant: [Cl:1][C:2]1[CH:3]=[C:4]([C:9]([N:11]2[CH2:18][CH:17]3[CH:13]([CH2:14][NH:15][CH2:16]3)[CH2:12]2)=[O:10])[CH:5]=[CH:6][C:7]=1[Cl:8].CCN([CH2:24][CH3:25])CC.[S:26](Cl)(Cl)(=[O:28])=[O:27]. (4) Reactant: [CH:1]1([CH2:7][NH:8][C:9]([C:11]2[C:12]([C:18]([F:21])([F:20])[F:19])=[N:13][C:14](Cl)=[N:15][CH:16]=2)=[O:10])[CH2:6][CH2:5][CH2:4][CH2:3][CH2:2]1.[Cl:22][C:23]1[CH:24]=[C:25]([CH:27]=[CH:28][C:29]=1[F:30])[NH2:26]. Product: [CH:1]1([CH2:7][NH:8][C:9]([C:11]2[C:12]([C:18]([F:21])([F:20])[F:19])=[N:13][C:14]([NH:26][C:25]3[CH:27]=[CH:28][C:29]([F:30])=[C:23]([Cl:22])[CH:24]=3)=[N:15][CH:16]=2)=[O:10])[CH2:6][CH2:5][CH2:4][CH2:3][CH2:2]1. The catalyst class is: 12. (5) Reactant: [C:1]1([C:7]2[S:8][CH:9]=[C:10]([CH2:12][C:13]3[CH:14]=[N:15][CH:16]=[C:17]([CH:22]=3)[C:18]([O:20]C)=[O:19])[N:11]=2)[CH:6]=[CH:5][CH:4]=[CH:3][CH:2]=1.[OH-].[Na+].C(O)(=O)C. Product: [C:1]1([C:7]2[S:8][CH:9]=[C:10]([CH2:12][C:13]3[CH:14]=[N:15][CH:16]=[C:17]([CH:22]=3)[C:18]([OH:20])=[O:19])[N:11]=2)[CH:2]=[CH:3][CH:4]=[CH:5][CH:6]=1. The catalyst class is: 36. (6) Reactant: [OH:1][CH2:2][CH:3]1[CH:7]([CH:8]([OH:12])[CH:9]([OH:11])[CH3:10])[O:6][C:5]([CH3:14])([CH3:13])[O:4]1.I[CH2:16][C:17]([O-:19])=[O:18].[Na+].[OH-].[Na+].I[CH3:24]. Product: [OH:12][CH:8]([C@H:7]1[O:6][C:5]([CH3:13])([CH3:14])[O:4][C@H:3]1[CH2:2][O:1][CH2:16][C:17]([O:19][CH3:24])=[O:18])[CH:9]([OH:11])[CH3:10]. The catalyst class is: 6. (7) Reactant: C[O:2][C:3]([C:5]1[O:9][C:8]2[CH2:10][CH2:11][CH2:12][C:7]=2[CH:6]=1)=O.[H-].[H-].[H-].[H-].[Li+].[Al+3]. Product: [O:9]1[C:5]([CH2:3][OH:2])=[CH:6][C:7]2[CH2:12][CH2:11][CH2:10][C:8]1=2. The catalyst class is: 1.